From a dataset of HIV replication inhibition screening data with 41,000+ compounds from the AIDS Antiviral Screen. Binary Classification. Given a drug SMILES string, predict its activity (active/inactive) in a high-throughput screening assay against a specified biological target. The drug is CC(=O)Nc1ccc2[nH]c(C(=O)N3CC(CCl)c4c3cc(N)c3ccccc43)cc2c1. The result is 0 (inactive).